Dataset: NCI-60 drug combinations with 297,098 pairs across 59 cell lines. Task: Regression. Given two drug SMILES strings and cell line genomic features, predict the synergy score measuring deviation from expected non-interaction effect. (1) Drug 1: COC1=C(C=C2C(=C1)N=CN=C2NC3=CC(=C(C=C3)F)Cl)OCCCN4CCOCC4. Drug 2: CN1C2=C(C=C(C=C2)N(CCCl)CCCl)N=C1CCCC(=O)O.Cl. Cell line: BT-549. Synergy scores: CSS=22.8, Synergy_ZIP=-3.89, Synergy_Bliss=1.28, Synergy_Loewe=-26.3, Synergy_HSA=2.03. (2) Drug 1: C1=CC(=C2C(=C1NCCNCCO)C(=O)C3=C(C=CC(=C3C2=O)O)O)NCCNCCO. Drug 2: C1CN(P(=O)(OC1)NCCCl)CCCl. Cell line: OVCAR-8. Synergy scores: CSS=41.8, Synergy_ZIP=2.89, Synergy_Bliss=2.39, Synergy_Loewe=-36.0, Synergy_HSA=2.49. (3) Drug 1: C1=CC(=CC=C1C#N)C(C2=CC=C(C=C2)C#N)N3C=NC=N3. Drug 2: C1CN1C2=NC(=NC(=N2)N3CC3)N4CC4. Cell line: SK-MEL-28. Synergy scores: CSS=17.7, Synergy_ZIP=-4.57, Synergy_Bliss=-1.92, Synergy_Loewe=1.31, Synergy_HSA=1.18. (4) Drug 1: CS(=O)(=O)OCCCCOS(=O)(=O)C. Drug 2: C(CCl)NC(=O)N(CCCl)N=O. Cell line: DU-145. Synergy scores: CSS=7.75, Synergy_ZIP=0.199, Synergy_Bliss=4.97, Synergy_Loewe=1.16, Synergy_HSA=1.93. (5) Synergy scores: CSS=14.7, Synergy_ZIP=-6.53, Synergy_Bliss=-4.61, Synergy_Loewe=-13.1, Synergy_HSA=-3.09. Drug 2: CN(C(=O)NC(C=O)C(C(C(CO)O)O)O)N=O. Cell line: HOP-92. Drug 1: C1CN1P(=S)(N2CC2)N3CC3. (6) Drug 1: C1=C(C(=O)NC(=O)N1)F. Drug 2: CN1C2=C(C=C(C=C2)N(CCCl)CCCl)N=C1CCCC(=O)O.Cl. Cell line: SNB-19. Synergy scores: CSS=34.6, Synergy_ZIP=0.449, Synergy_Bliss=0.903, Synergy_Loewe=-5.72, Synergy_HSA=2.55.